This data is from Catalyst prediction with 721,799 reactions and 888 catalyst types from USPTO. The task is: Predict which catalyst facilitates the given reaction. Reactant: [NH2:1][C:2]1[CH:10]=[CH:9][CH:8]=[C:7]2[C:3]=1[C:4]([CH2:13][C:14]([O:16]CC)=O)([CH3:12])[C:5](=[O:11])[NH:6]2. Product: [NH4+:1].[OH-:11].[CH3:12][C:4]12[C:5](=[O:11])[NH:6][C:7]3[C:3]1=[C:2]([CH:10]=[CH:9][CH:8]=3)[NH:1][C:14](=[O:16])[CH2:13]2. The catalyst class is: 52.